Dataset: Catalyst prediction with 721,799 reactions and 888 catalyst types from USPTO. Task: Predict which catalyst facilitates the given reaction. (1) Reactant: [C:1]([O:5][C:6]([N:8]1[CH2:13][CH2:12][CH2:11][CH:10]([OH:14])[CH2:9]1)=[O:7])([CH3:4])([CH3:3])[CH3:2].[H-].[Na+].Br[C:18]1[CH:37]=[CH:36][C:21]2[C:22]3[N:26]([CH2:27][CH2:28][O:29][C:20]=2[CH:19]=1)[CH:25]=[C:24]([C:30]1[CH:35]=[CH:34][CH:33]=[CH:32][N:31]=1)[N:23]=3. Product: [C:1]([O:5][C:6]([N:8]1[CH2:13][CH2:12][CH2:11][CH:10]([O:14][C:18]2[CH:37]=[CH:36][C:21]3[C:22]4[N:26]([CH2:27][CH2:28][O:29][C:20]=3[CH:19]=2)[CH:25]=[C:24]([C:30]2[CH:35]=[CH:34][CH:33]=[CH:32][N:31]=2)[N:23]=4)[CH2:9]1)=[O:7])([CH3:4])([CH3:2])[CH3:3]. The catalyst class is: 101. (2) Reactant: [CH2:1]([O:3][C:4]1[CH:5]=[C:6]([O:24][C:25]2[CH:26]=[N:27][C:28]([S:31]([CH3:34])(=[O:33])=[O:32])=[CH:29][CH:30]=2)[CH:7]=[C:8]2[C:12]=1[NH:11][C:10]([C:13]1[S:14][CH:15]([CH2:18][C:19](OCC)=[O:20])[CH2:16][N:17]=1)=[CH:9]2)[CH3:2].CO.[BH4-].[Li+]. Product: [CH2:1]([O:3][C:4]1[CH:5]=[C:6]([O:24][C:25]2[CH:26]=[N:27][C:28]([S:31]([CH3:34])(=[O:32])=[O:33])=[CH:29][CH:30]=2)[CH:7]=[C:8]2[C:12]=1[NH:11][C:10]([C:13]1[S:14][CH:15]([CH2:18][CH2:19][OH:20])[CH2:16][N:17]=1)=[CH:9]2)[CH3:2]. The catalyst class is: 7. (3) Product: [CH3:20][C:21]([CH2:37][CH2:38][CH2:39][CH:40]([CH3:52])[CH2:41][CH2:42][CH2:43][CH:44]([CH3:51])[CH2:45][CH2:46][CH2:47][CH:48]([CH3:50])[CH3:49])=[CH:22][CH2:23][CH2:24][CH2:25][O:13][CH2:12][C:11]([CH2:16][OH:17])([CH2:10][O:9][CH2:8][C:5]([CH2:18][OH:19])([CH2:6][OH:7])[CH2:4][OH:3])[CH2:14][OH:15]. Reactant: [H-].[Na+].[OH:3][CH2:4][C:5]([CH2:18][OH:19])([CH2:8][O:9][CH2:10][C:11]([CH2:16][OH:17])([CH2:14][OH:15])[CH2:12][OH:13])[CH2:6][OH:7].[CH3:20][C:21]([CH2:37][CH2:38][CH2:39][CH:40]([CH3:52])[CH2:41][CH2:42][CH2:43][CH:44]([CH3:51])[CH2:45][CH2:46][CH2:47][CH:48]([CH3:50])[CH3:49])=[CH:22][CH2:23][CH2:24][CH2:25]OS(C1C=CC(C)=CC=1)(=O)=O.O. The catalyst class is: 9. (4) Reactant: [NH2:1][C:2]1[S:3][CH:4]=[C:5]([CH2:11][O:12][CH2:13][O:14][CH3:15])[C:6]=1[S:7]([NH2:10])(=[O:9])=[O:8].[CH2:16]([O:18][C:19](=[O:28])[CH:20]=[C:21](OCC)OCC)[CH3:17].C(N(CC)CC)C. Product: [CH2:16]([O:18][C:19](=[O:28])[CH2:20][C:21]1[NH:1][C:2]2[S:3][CH:4]=[C:5]([CH2:11][O:12][CH2:13][O:14][CH3:15])[C:6]=2[S:7](=[O:8])(=[O:9])[N:10]=1)[CH3:17]. The catalyst class is: 42. (5) Reactant: Br[C:2]1[S:3][CH:4]=[C:5]([C:7]([NH:9][C@@H:10]([CH3:26])[CH2:11][N:12]2[CH:16]=[CH:15][C:14]([C:17]3[CH:22]=[CH:21][C:20]([C:23]#[N:24])=[C:19]([Cl:25])[CH:18]=3)=[N:13]2)=[O:8])[N:6]=1.[O:27]1[CH2:32][CH2:31][CH2:30][CH2:29][CH:28]1[N:33]1[C:37](B2OC(C)(C)C(C)(C)O2)=[CH:36][CH:35]=[N:34]1.C1COCC1.C([O-])([O-])=O.[Na+].[Na+]. Product: [Cl:25][C:19]1[CH:18]=[C:17]([C:14]2[CH:15]=[CH:16][N:12]([CH2:11][C@@H:10]([NH:9][C:7]([C:5]3[N:6]=[C:2]([C:37]4[N:33]([CH:28]5[CH2:29][CH2:30][CH2:31][CH2:32][O:27]5)[N:34]=[CH:35][CH:36]=4)[S:3][CH:4]=3)=[O:8])[CH3:26])[N:13]=2)[CH:22]=[CH:21][C:20]=1[C:23]#[N:24]. The catalyst class is: 532.